This data is from Reaction yield outcomes from USPTO patents with 853,638 reactions. The task is: Predict the reaction yield, written as a fraction of the theoretical maximum amount of product (1.0 means a 100% yield; for example, 0.34 means a 34% yield). (1) The reactants are [O:1]([CH2:9][C:10]1[N:14]([CH2:15][C:16]2[CH:35]=[CH:34][C:19]3/[C:20](=[C:30](/[CH3:33])\[C:31]#[N:32])/[C:21]4[CH:28]=[CH:27][C:26]([F:29])=[CH:25][C:22]=4[O:23][CH2:24][C:18]=3[CH:17]=2)[C:13]2[CH:36]=[CH:37][CH:38]=[C:39]([OH:40])[C:12]=2[N:11]=1)[Si](C(C)(C)C)(C)C.C(=O)([O-])[O-].[Cs+].[Cs+].Cl[C:48]([F:53])([F:52])C([O-])=O.[Na+].[Cl-].[NH4+]. The catalyst is CN(C=O)C. The product is [F:52][CH:48]([F:53])[O:40][C:39]1[C:12]2[N:11]=[C:10]([CH2:9][OH:1])[N:14]([CH2:15][C:16]3[CH:35]=[CH:34][C:19]4/[C:20](=[C:30](/[CH3:33])\[C:31]#[N:32])/[C:21]5[CH:28]=[CH:27][C:26]([F:29])=[CH:25][C:22]=5[O:23][CH2:24][C:18]=4[CH:17]=3)[C:13]=2[CH:36]=[CH:37][CH:38]=1. The yield is 0.310. (2) The reactants are [Br:1][C:2]1[CH:7]=[CH:6][N:5]=[C:4]([NH:8][NH2:9])[CH:3]=1.[CH:10](O)=O. No catalyst specified. The product is [Br:1][C:2]1[CH:7]=[CH:6][N:5]2[CH:10]=[N:9][N:8]=[C:4]2[CH:3]=1. The yield is 0.900.